From a dataset of Full USPTO retrosynthesis dataset with 1.9M reactions from patents (1976-2016). Predict the reactants needed to synthesize the given product. (1) Given the product [NH:8]1[CH2:16][CH2:15][NH:14][CH2:13][CH2:12][NH:11][CH2:10][CH2:9]1, predict the reactants needed to synthesize it. The reactants are: C([N:8]1[CH2:16][CH2:15][N:14](CC2C=CC=CC=2)[CH2:13][CH2:12][N:11](CC2C=CC=CC=2)[CH2:10][CH2:9]1)C1C=CC=CC=1.[H][H]. (2) Given the product [OH:1][C:2]1([C:15]2[S:16][C:17]([C:20]3[CH:25]=[C:24]([CH3:26])[CH:23]=[C:22]([NH:27][C:28]4[CH:33]=[C:32]([CH3:34])[CH:31]=[CH:30][N:29]=4)[N:21]=3)=[CH:18][N:19]=2)[C:10]2[C:5](=[CH:6][C:7]([C:11]([OH:13])=[O:12])=[CH:8][CH:9]=2)[CH2:4][CH2:3]1, predict the reactants needed to synthesize it. The reactants are: [OH:1][C:2]1([C:15]2[S:16][C:17]([C:20]3[CH:25]=[C:24]([CH3:26])[CH:23]=[C:22]([NH:27][C:28]4[CH:33]=[C:32]([CH3:34])[CH:31]=[CH:30][N:29]=4)[N:21]=3)=[CH:18][N:19]=2)[C:10]2[C:5](=[CH:6][C:7]([C:11]([O:13]C)=[O:12])=[CH:8][CH:9]=2)[CH2:4][CH2:3]1.[OH-].[Na+]. (3) Given the product [C:13]([O:12][C:7]1([C:1]2[CH:2]=[CH:3][CH:4]=[CH:5][CH:6]=2)[CH:8]2[CH2:9][CH:10]1[CH2:11]2)(=[O:15])[CH3:14], predict the reactants needed to synthesize it. The reactants are: [C:1]1([C:7]2([OH:12])[CH:10]3[CH2:11][CH:8]2[CH2:9]3)[CH:6]=[CH:5][CH:4]=[CH:3][CH:2]=1.[C:13](Cl)(=[O:15])[CH3:14]. (4) Given the product [CH3:1][N:2]1[C:6]([C:26]2[CH:38]=[N:37][C:36]3[C:35]4[C:34]([O:39][CH3:40])=[CH:33][C:32]([C:41]([O:43][CH3:44])=[O:42])=[CH:31][C:30]=4[NH:29][C:28]=3[CH:27]=2)=[C:5]([CH3:24])[N:4]=[N:3]1, predict the reactants needed to synthesize it. The reactants are: [CH3:1][N:2]1[C:6](C2C=NC3C4C=C(CC([O-])=O)C=CC=4NC=3C=2)=[C:5]([CH3:24])[N:4]=[N:3]1.Br[C:26]1[CH:38]=[N:37][C:36]2[C:35]3[C:34]([O:39][CH3:40])=[CH:33][C:32]([C:41]([O:43][CH3:44])=[O:42])=[CH:31][C:30]=3[NH:29][C:28]=2[CH:27]=1.CN1C([Sn](CCCC)(CCCC)CCCC)=C(C)N=N1. (5) The reactants are: Cl[C:2](OC(Cl)(Cl)Cl)=[O:3].[NH2:9][C:10]1[CH:18]=[CH:17][C:16]([F:19])=[CH:15][C:11]=1[C:12]([OH:14])=[O:13]. Given the product [F:19][C:16]1[CH:17]=[CH:18][C:10]2[NH:9][C:2](=[O:3])[O:13][C:12](=[O:14])[C:11]=2[CH:15]=1, predict the reactants needed to synthesize it. (6) Given the product [C:13]([C:12]1[C:8]([NH:7][C:1]2[CH:2]=[CH:3][CH:4]=[CH:5][CH:6]=2)=[N:9][N:10]([C:19]2([CH2:18][C:16]#[N:17])[CH2:20][CH2:21][N:22]([C:25]([O:27][C:28]([CH3:29])([CH3:30])[CH3:31])=[O:26])[CH2:23][CH2:24]2)[CH:11]=1)(=[O:14])[NH2:15], predict the reactants needed to synthesize it. The reactants are: [C:1]1([NH:7][C:8]2[C:12]([C:13]([NH2:15])=[O:14])=[CH:11][NH:10][N:9]=2)[CH:6]=[CH:5][CH:4]=[CH:3][CH:2]=1.[C:16]([CH:18]=[C:19]1[CH2:24][CH2:23][N:22]([C:25]([O:27][C:28]([CH3:31])([CH3:30])[CH3:29])=[O:26])[CH2:21][CH2:20]1)#[N:17].C1CCN2C(=NCCC2)CC1. (7) Given the product [OH:9][CH2:10][CH2:11][N:6]([CH2:3][CH2:4][CH3:5])[CH2:7][CH:8]([C:13]1[C:14]2[C:18]([CH:19]=[CH:20][CH:21]=1)=[N:17][N:16]([C:22]([C:29]1[CH:34]=[CH:33][CH:32]=[CH:31][CH:30]=1)([C:35]1[CH:36]=[CH:37][CH:38]=[CH:39][CH:40]=1)[C:23]1[CH:28]=[CH:27][CH:26]=[CH:25][CH:24]=1)[CH:15]=2)[OH:12], predict the reactants needed to synthesize it. The reactants are: [BH4-].[Na+].[CH2:3]([N:6]1[CH2:11][CH2:10][O:9][C:8]([C:13]2[C:14]3[C:18]([CH:19]=[CH:20][CH:21]=2)=[N:17][N:16]([C:22]([C:35]2[CH:40]=[CH:39][CH:38]=[CH:37][CH:36]=2)([C:29]2[CH:34]=[CH:33][CH:32]=[CH:31][CH:30]=2)[C:23]2[CH:28]=[CH:27][CH:26]=[CH:25][CH:24]=2)[CH:15]=3)([OH:12])[CH2:7]1)[CH2:4][CH3:5]. (8) Given the product [Cl:35][C:19]1[C:20]([NH:22][C:23]2[CH:28]=[CH:27][CH:26]=[CH:25][C:24]=2[S:29]([CH:32]([CH3:34])[CH3:33])(=[O:31])=[O:30])=[N:21][C:16]([NH:13][C:9]2[C:4]3[O:5][CH2:6][CH2:7][CH2:8][C:2]([CH3:14])([CH3:1])[C:3]=3[CH:12]=[CH:11][CH:10]=2)=[N:17][CH:18]=1, predict the reactants needed to synthesize it. The reactants are: [CH3:1][C:2]1([CH3:14])[CH2:8][CH2:7][CH2:6][O:5][C:4]2[C:9]([NH2:13])=[CH:10][CH:11]=[CH:12][C:3]1=2.Cl[C:16]1[N:21]=[C:20]([NH:22][C:23]2[CH:28]=[CH:27][CH:26]=[CH:25][C:24]=2[S:29]([CH:32]([CH3:34])[CH3:33])(=[O:31])=[O:30])[C:19]([Cl:35])=[CH:18][N:17]=1.